From a dataset of Full USPTO retrosynthesis dataset with 1.9M reactions from patents (1976-2016). Predict the reactants needed to synthesize the given product. (1) The reactants are: [Cl:1][C:2]1[CH:3]=[C:4]([C:9]2([C:22]([F:25])([F:24])[F:23])[O:13][N:12]=[C:11]([C:14]3[CH:15]=[CH:16][C:17]([CH3:21])=[C:18]([CH:20]=3)[NH2:19])[CH2:10]2)[CH:5]=[C:6]([Cl:8])[CH:7]=1.[F:26][C:27]([F:34])([F:33])[C:28](=[CH2:32])[C:29](O)=[O:30].Cl.C(N(CC)CCCN=C=NCC)C.C(=O)([O-])O.[Na+]. Given the product [Cl:1][C:2]1[CH:3]=[C:4]([C:9]2([C:22]([F:23])([F:25])[F:24])[O:13][N:12]=[C:11]([C:14]3[CH:15]=[CH:16][C:17]([CH3:21])=[C:18]([NH:19][C:29](=[O:30])[C:28]([C:27]([F:34])([F:33])[F:26])=[CH2:32])[CH:20]=3)[CH2:10]2)[CH:5]=[C:6]([Cl:8])[CH:7]=1, predict the reactants needed to synthesize it. (2) The reactants are: [Br:1][C:2]1[N:3]=[C:4]2[C:10]([C:11]([OH:13])=O)=[CH:9][N:8]([CH2:14][O:15][CH2:16][CH2:17][Si:18]([CH3:21])([CH3:20])[CH3:19])[C:5]2=[N:6][CH:7]=1.Cl.[NH2:23][C@@H:24]([CH3:30])[C:25]([CH3:29])([CH3:28])[C:26]#[N:27].C(Cl)CCl.C1C=CC2N(O)N=NC=2C=1.CCN(C(C)C)C(C)C. Given the product [C:26]([C:25]([CH3:29])([CH3:28])[C@@H:24]([NH:23][C:11]([C:10]1[C:4]2[C:5](=[N:6][CH:7]=[C:2]([Br:1])[N:3]=2)[N:8]([CH2:14][O:15][CH2:16][CH2:17][Si:18]([CH3:21])([CH3:20])[CH3:19])[CH:9]=1)=[O:13])[CH3:30])#[N:27], predict the reactants needed to synthesize it. (3) Given the product [CH3:4][C:2]([C:5]1[S:6][C:7]([C:18]2[CH:23]=[CH:22][N:21]=[CH:20][N:19]=2)=[C:8]([C:10]2[C:11]([F:17])=[C:12]([NH:13][S:31]([C:27]3[CH:28]=[CH:29][CH:30]=[C:25]([F:24])[CH:26]=3)(=[O:33])=[O:32])[CH:14]=[CH:15][CH:16]=2)[N:9]=1)([CH3:1])[CH3:3], predict the reactants needed to synthesize it. The reactants are: [CH3:1][C:2]([C:5]1[S:6][C:7]([C:18]2[CH:23]=[CH:22][N:21]=[CH:20][N:19]=2)=[C:8]([C:10]2[C:11]([F:17])=[C:12]([CH:14]=[CH:15][CH:16]=2)[NH2:13])[N:9]=1)([CH3:4])[CH3:3].[F:24][C:25]1[CH:26]=[C:27]([S:31](Cl)(=[O:33])=[O:32])[CH:28]=[CH:29][CH:30]=1. (4) Given the product [OH:32][C@H:31]([C:33]1[CH:44]=[CH:43][C:36]([OH:37])=[C:35]([CH2:40][OH:39])[CH:34]=1)[CH2:30][NH:8][CH2:9][CH2:10][CH2:11][CH2:12][CH2:13][CH2:14][O:15][CH2:16][CH2:17][CH2:18][CH2:19][C:20]1[CH:21]=[C:22]([S:26]([NH2:29])(=[O:28])=[O:27])[CH:23]=[CH:24][CH:25]=1, predict the reactants needed to synthesize it. The reactants are: C([N:8]([CH2:30][C@@H:31]([C:33]1[CH:44]=[CH:43][C:36]2[O:37]C(C)(C)[O:39][CH2:40][C:35]=2[CH:34]=1)[OH:32])[CH2:9][CH2:10][CH2:11][CH2:12][CH2:13][CH2:14][O:15][CH2:16][CH2:17][CH2:18][CH2:19][C:20]1[CH:21]=[C:22]([S:26]([NH2:29])(=[O:28])=[O:27])[CH:23]=[CH:24][CH:25]=1)C1C=CC=CC=1.BrCCCCCCOCCCCC1C=C(S(N)(=O)=O)C=CC=1.C(NC[C@@H](C1C=CC2OC(C)(C)OCC=2C=1)O)C1C=CC=CC=1.C(N(C(C)C)CC)(C)C. (5) The reactants are: Cl.Cl.OC1CCN(CCN2CCC(N[C:19]([C:21]3[NH:22][C:23]4[C:28]([CH:29]=3)=[C:27]([O:30][CH2:31][CH2:32][C:33]([CH3:36])(C)C)[CH:26]=[CH:25][CH:24]=4)=[O:20])CC2)CC1.[C:37]([O:41][C:42]([N:44]1[CH2:49][CH2:48][CH:47]([NH2:50])[CH2:46][CH2:45]1)=[O:43])([CH3:40])([CH3:39])[CH3:38].[CH:51]1C=CC2N(O)N=NC=2C=1.C(N(CC)CC)C.C(Cl)CCl. Given the product [C:37]([O:41][C:42]([N:44]1[CH2:49][CH2:48][CH:47]([NH:50][C:19]([C:21]2[NH:22][C:23]3[C:28]([CH:29]=2)=[C:27]([O:30][CH2:31][CH:32]2[CH2:33][CH2:36][CH2:51]2)[CH:26]=[CH:25][CH:24]=3)=[O:20])[CH2:46][CH2:45]1)=[O:43])([CH3:40])([CH3:38])[CH3:39], predict the reactants needed to synthesize it. (6) Given the product [F:20][C:21]1[CH:30]=[CH:29][CH:28]=[C:27]2[C:22]=1[CH:23]=[CH:24][CH:25]=[C:26]2[N:31]1[CH2:32][CH2:33][N:34]([CH2:2][CH2:3][CH2:4][CH2:5][O:6][C:7]2[CH:8]=[CH:9][C:10]3[CH2:16][CH2:15][NH:14][C:13](=[O:17])[NH:12][C:11]=3[CH:18]=2)[CH2:35][CH2:36]1, predict the reactants needed to synthesize it. The reactants are: Cl[CH2:2][CH2:3][CH2:4][CH2:5][O:6][C:7]1[CH:8]=[CH:9][C:10]2[CH2:16][CH2:15][NH:14][C:13](=[O:17])[NH:12][C:11]=2[CH:18]=1.Cl.[F:20][C:21]1[CH:30]=[CH:29][CH:28]=[C:27]2[C:22]=1[CH:23]=[CH:24][CH:25]=[C:26]2[N:31]1[CH2:36][CH2:35][NH:34][CH2:33][CH2:32]1.[I-].[K+].C(=O)([O-])[O-].[Na+].[Na+].Cl. (7) Given the product [CH:20]1([C:23]2[N:27]([C:28]3[CH:33]=[CH:32][CH:31]=[CH:30][CH:29]=3)[N:26]=[CH:25][C:24]=2[C:2]#[C:1][C:3]2[CH:4]=[N:5][N:6]3[CH:11]=[C:10]([C:12]4[CH:13]=[N:14][N:15]([CH3:17])[CH:16]=4)[CH:9]=[C:8]([O:18][CH3:19])[C:7]=23)[CH2:22][CH2:21]1, predict the reactants needed to synthesize it. The reactants are: [C:1]([C:3]1[CH:4]=[N:5][N:6]2[CH:11]=[C:10]([C:12]3[CH:13]=[N:14][N:15]([CH3:17])[CH:16]=3)[CH:9]=[C:8]([O:18][CH3:19])[C:7]=12)#[CH:2].[CH:20]1([C:23]2[N:27]([C:28]3[CH:33]=[CH:32][CH:31]=[CH:30][CH:29]=3)[N:26]=[CH:25][C:24]=2I)[CH2:22][CH2:21]1.C(N(CC)CC)C.